Regression/Classification. Given an antibody's heavy chain and light chain sequences, predict its developability. TAP uses regression for 5 developability metrics; SAbDab uses binary classification. From a dataset of Antibody developability classification from SAbDab with 2,409 antibodies. (1) The antibody is ['1tjg', 'PROT_09A57F9F']. Result: 0 (not developable). (2) Result: 0 (not developable). The antibody is ['QIQLVQSGPGLKKPGQTVKISCKASGYSFTDYGMNWVKQAPGKGLEWMGWINTSNGYTTYGAAFKGRFSFSVDNSASTAYLQLSNLKTADTAVYFCARSWYNRAMDYWGQGTSVTVSS', 'DILMTQSPSSLSVSVGSSVTITCQASQNITNYIVWYQQKPGQAPKLLIYYTSTLESGIPSRFSGSGSGRDYSFTISNLQPEDVATYYCLQYNSLLTFGGGTKLEIK']. (3) The antibody is ['QVTLKESGPGILQPSQTLSLTCSFSGFSLSTYGMGVGWIRQPSGKGLEWLAHIWWDDVKRYNPALKSRLTISKDTSGSQVFLKIASVDTSDTATYYCARMGSDYDVWFDYWGQGTLVTVSA', 'DVQITQSPSYLAASPGETITLNCRASKSISKYLAWYQEKPGKTNKLLIYSGSTLQSGIPSRFSGSGSGTDFTLTISSLEPEDFAMYFCQQHNEYPYTFGGGTKLEIK']. Result: 1 (developable). (4) Result: 0 (not developable). The antibody is ['EVKLEESGGGLVQPGGSMKLSCAASGFTFSDAWMDWVRQSPEKGLEWVAEIRSKVNNHAIHYAESVKGRFTVSRDDSKSSVYLQMNSLRAEDTGIYYCSGWSFLYWGQGTLVTVSA', 'QVVLTQSPGIMSASPGEKVTITCSASSSVSYMYWFQQKPGTSPKLWIYSTSNLASGVPARFRGSGSGTSYSLTISRMEAEDAATYYCQQRSGYPRTFGGGTKLEIK']. (5) Result: 0 (not developable). The antibody is ['4kkl', 'PROT_46A007BA']. (6) The antibody is ['EVQLVQSGAELKKPGESLKISCKASGYTFTNYWVVWVRQMPGEGLEWMGSIHPRDSDARYSLSFEGRVTFSVDKSTTTAYLQWSSLKVSDSAIYYCARLSQVSGWSPWVGPWGQGTLVTVSS', 'DIVMTQSPSSLSASVGDRVTITCRASQSISVSLNWYQQKPGKAPKVLIYAASRLQSGIPSRFSGSGSGSHFTLTISSLQPEDFATYYCQETYSDLMYTFGQGTKVEIK']. Result: 1 (developable). (7) The antibody is ['EVQLVESGPSLVKPSQTLSLTCSVTGDSITSGFWNWIRKFPGNKLEFMGYITYSGTSYYKPSLKSRISITRDTSKNQYFLQLNSVTAEDTATYYCARRGFLTTVNYYAMDYWGQGTSVTVSS', 'DIQMTQTTSSLSASLGDGITISCRASQDISNYLNWYQQKPDGTVKLLIYYTSRLHSGVPSRFSGSGSGTDYSLTISNLEQEDIATYFCQQGNTLPYTFGGGTKLEIK']. Result: 0 (not developable).